From a dataset of Full USPTO retrosynthesis dataset with 1.9M reactions from patents (1976-2016). Predict the reactants needed to synthesize the given product. (1) Given the product [OH:12][C:3]1[C:2]([CH3:1])=[CH:7][C:6]([N+:8]([O-:10])=[O:9])=[C:5]([S:23][C:20]2[CH:19]=[CH:18][C:17]([NH:16][C:13](=[O:15])[CH3:14])=[CH:22][CH:21]=2)[CH:4]=1, predict the reactants needed to synthesize it. The reactants are: [CH3:1][C:2]1[CH:7]=[C:6]([N+:8]([O-:10])=[O:9])[C:5](Cl)=[CH:4][C:3]=1[OH:12].[C:13]([NH:16][C:17]1[CH:22]=[CH:21][C:20]([SH:23])=[CH:19][CH:18]=1)(=[O:15])[CH3:14].C(=O)([O-])[O-].[Cs+].[Cs+]. (2) Given the product [Cl:1][C:2]1[CH:3]=[C:4]([CH:25]=[CH:26][C:27]=1[Cl:28])[O:5][C:6]1[CH:11]=[CH:10][CH:9]=[CH:8][C:7]=1[NH:12][S:13]([C:16]1[CH:17]=[CH:18][C:19]([C:20]([N:40]2[CH2:39][CH2:38][N:37]([CH2:36][CH2:35][N:29]3[CH2:30][CH2:31][CH2:32][CH2:33][CH2:34]3)[CH2:42][CH2:41]2)=[O:21])=[CH:23][CH:24]=1)(=[O:14])=[O:15], predict the reactants needed to synthesize it. The reactants are: [Cl:1][C:2]1[CH:3]=[C:4]([CH:25]=[CH:26][C:27]=1[Cl:28])[O:5][C:6]1[CH:11]=[CH:10][CH:9]=[CH:8][C:7]=1[NH:12][S:13]([C:16]1[CH:24]=[CH:23][C:19]([C:20](O)=[O:21])=[CH:18][CH:17]=1)(=[O:15])=[O:14].[N:29]1([CH2:35][CH2:36][N:37]2[CH2:42][CH2:41][NH:40][CH2:39][CH2:38]2)[CH2:34][CH2:33][CH2:32][CH2:31][CH2:30]1. (3) Given the product [CH3:1][O:2][C:3]1[N:4]=[C:5]2[C:10](=[C:11]([O:13][CH3:14])[CH:12]=1)[N:9]=[CH:8][CH:7]=[C:6]2[CH2:15][CH2:16][C:17]12[CH2:22][CH2:21][C:20]([NH2:25])([CH2:23][CH2:24]1)[CH2:19][O:18]2, predict the reactants needed to synthesize it. The reactants are: [CH3:1][O:2][C:3]1[N:4]=[C:5]2[C:10](=[C:11]([O:13][CH3:14])[CH:12]=1)[N:9]=[CH:8][CH:7]=[C:6]2[CH2:15][CH2:16][C:17]12[CH2:24][CH2:23][C:20]([NH:25]C(=O)[O-])([CH2:21][CH2:22]1)[CH2:19][O:18]2.FC(F)(F)C(O)=O.